Dataset: Reaction yield outcomes from USPTO patents with 853,638 reactions. Task: Predict the reaction yield, written as a fraction of the theoretical maximum amount of product (1.0 means a 100% yield; for example, 0.34 means a 34% yield). (1) The yield is 0.750. The catalyst is CN(C=O)C.C(OCC)(=O)C.CCCCCC.C(OCC)(=O)C. The reactants are CN(C(ON1N=NC2C=CC=NC1=2)=[N+](C)C)C.F[P-](F)(F)(F)(F)F.[Cl:25][C:26]1[CH:34]=[CH:33][C:29]([C:30]([OH:32])=O)=[C:28]([N+:35]([O-:37])=[O:36])[CH:27]=1.Cl.[NH2:39][C@@H:40]([CH:45]1[CH2:50][CH2:49][CH2:48][CH2:47][CH2:46]1)[C:41]([O:43][CH3:44])=[O:42].C(N(C(C)C)CC)(C)C. The product is [Cl:25][C:26]1[CH:34]=[CH:33][C:29]([C:30]([NH:39][C@@H:40]([CH:45]2[CH2:50][CH2:49][CH2:48][CH2:47][CH2:46]2)[C:41]([O:43][CH3:44])=[O:42])=[O:32])=[C:28]([N+:35]([O-:37])=[O:36])[CH:27]=1. (2) The reactants are C[Si](C)(C)[N-][Si](C)(C)C.[Li+].[F:11][C:12]1[CH:18]=[C:17]([I:19])[CH:16]=[CH:15][C:13]=1[NH2:14].F[C:21]1[C:26]([F:27])=[C:25]([F:28])[CH:24]=[C:23]([F:29])[C:22]=1[N+:30]([O-:32])=[O:31].C(OCC)(=O)C. The catalyst is C1COCC1. The product is [F:11][C:12]1[CH:18]=[C:17]([I:19])[CH:16]=[CH:15][C:13]=1[NH:14][C:21]1[C:22]([N+:30]([O-:32])=[O:31])=[C:23]([F:29])[CH:24]=[C:25]([F:28])[C:26]=1[F:27]. The yield is 0.592.